Dataset: Forward reaction prediction with 1.9M reactions from USPTO patents (1976-2016). Task: Predict the product of the given reaction. (1) The product is: [CH3:1][O:2][C:3]1[CH:4]=[C:5]([CH3:25])[C:6]([S:10]([N:13]2[CH2:18][CH2:17][CH2:16][CH2:15][C@H:14]2[CH2:19][O:20][CH2:21][C:22]([N:37]2[CH2:38][CH2:39][C:34]([C:47]3[CH:48]=[N:49][CH:50]=[CH:51][CH:52]=3)([O:33][CH2:32][CH2:31][N:26]3[CH:30]=[N:29][CH:28]=[N:27]3)[CH2:35][CH2:36]2)=[O:24])(=[O:12])=[O:11])=[C:7]([CH3:9])[CH:8]=1. Given the reactants [CH3:1][O:2][C:3]1[CH:8]=[C:7]([CH3:9])[C:6]([S:10]([N:13]2[CH2:18][CH2:17][CH2:16][CH2:15][C@H:14]2[CH2:19][O:20][CH2:21][C:22]([OH:24])=O)(=[O:12])=[O:11])=[C:5]([CH3:25])[CH:4]=1.[N:26]1([CH2:31][CH2:32][O:33][C:34]2([C:47]3[CH:48]=[N:49][CH:50]=[CH:51][CH:52]=3)[CH2:39][CH2:38][N:37](C(OC(C)(C)C)=O)[CH2:36][CH2:35]2)[CH:30]=[N:29][CH:28]=[N:27]1, predict the reaction product. (2) Given the reactants [CH2:1]([N:3]1[C:7]2[CH:8]=[C:9]([C:12]([F:15])([F:14])[F:13])[CH:10]=[CH:11][C:6]=2[N:5]=[C:4]1[C@H:16]([NH:18][S:19]([C:22]1[CH:27]=[CH:26][C:25]([N+:28]([O-])=O)=[CH:24][CH:23]=1)(=[O:21])=[O:20])[CH3:17])[CH3:2].O.O.[Sn](Cl)Cl.CCOC(C)=O.C([O-])(O)=O.[Na+], predict the reaction product. The product is: [NH2:28][C:25]1[CH:24]=[CH:23][C:22]([S:19]([NH:18][C@@H:16]([C:4]2[N:3]([CH2:1][CH3:2])[C:7]3[CH:8]=[C:9]([C:12]([F:15])([F:14])[F:13])[CH:10]=[CH:11][C:6]=3[N:5]=2)[CH3:17])(=[O:20])=[O:21])=[CH:27][CH:26]=1.